From a dataset of Reaction yield outcomes from USPTO patents with 853,638 reactions. Predict the reaction yield, written as a fraction of the theoretical maximum amount of product (1.0 means a 100% yield; for example, 0.34 means a 34% yield). (1) The reactants are [CH2:1]1[CH:8]2[NH:9][CH:3]([CH2:4][C:5]([CH2:7]2)=[O:6])[CH2:2]1.C(N(CC)CC)C.[CH3:17][C:18]([O:21][C:22](O[C:22]([O:21][C:18]([CH3:20])([CH3:19])[CH3:17])=[O:23])=[O:23])([CH3:20])[CH3:19]. The catalyst is C(Cl)Cl. The product is [C:18]([O:21][C:22]([N:9]1[CH:8]2[CH2:1][CH2:2][CH:3]1[CH2:4][C:5](=[O:6])[CH2:7]2)=[O:23])([CH3:20])([CH3:19])[CH3:17]. The yield is 0.860. (2) The reactants are [CH3:1][O:2][CH2:3][C:4](=O)[CH2:5][C:6]([O:8]C)=O.C(O)(=O)C.[CH:15]([NH2:17])=[NH:16].C[O-].[Na+]. The catalyst is CO. The yield is 0.371. The product is [CH3:1][O:2][CH2:3][C:4]1[N:17]=[CH:15][N:16]=[C:6]([OH:8])[CH:5]=1. (3) The reactants are [CH2:1]([N:8]1[C:16]2[C:11](=[CH:12][C:13]([C:17]3[CH:22]=[CH:21][C:20]([C:23]([CH3:26])([CH3:25])[CH3:24])=[CH:19][CH:18]=3)=[CH:14][CH:15]=2)[C:10]([C:27](=[O:33])[C:28]([O:30]CC)=[O:29])=[CH:9]1)[C:2]1[CH:7]=[CH:6][CH:5]=[CH:4][CH:3]=1.[OH-].[K+]. The catalyst is C1COCC1.O. The product is [CH2:1]([N:8]1[C:16]2[C:11](=[CH:12][C:13]([C:17]3[CH:22]=[CH:21][C:20]([C:23]([CH3:26])([CH3:25])[CH3:24])=[CH:19][CH:18]=3)=[CH:14][CH:15]=2)[C:10]([C:27](=[O:33])[C:28]([OH:30])=[O:29])=[CH:9]1)[C:2]1[CH:3]=[CH:4][CH:5]=[CH:6][CH:7]=1. The yield is 0.630. (4) The reactants are Cl[C:2]1[C:11]2[C:6](=[CH:7][CH:8]=[CH:9][CH:10]=2)[N:5]=[CH:4][CH:3]=1.[CH3:12][O:13][C:14]1[CH:19]=[CH:18][C:17]([NH:20][CH3:21])=[CH:16][CH:15]=1. No catalyst specified. The product is [CH3:12][O:13][C:14]1[CH:19]=[CH:18][C:17]([N:20]([CH3:21])[C:2]2[C:11]3[C:6](=[CH:7][CH:8]=[CH:9][CH:10]=3)[N:5]=[CH:4][CH:3]=2)=[CH:16][CH:15]=1. The yield is 0.740. (5) The reactants are [CH2:1]([O:8][C:9]([N:11]1[CH2:16][CH2:15][O:14][CH:13]([C:17]([OH:19])=O)[CH2:12]1)=[O:10])[C:2]1[CH:7]=[CH:6][CH:5]=[CH:4][CH:3]=1.[CH2:20]([NH:22][CH2:23][CH3:24])[CH3:21]. No catalyst specified. The product is [CH2:20]([N:22]([CH2:23][CH3:24])[C:17]([CH:13]1[O:14][CH2:15][CH2:16][N:11]([C:9]([O:8][CH2:1][C:2]2[CH:3]=[CH:4][CH:5]=[CH:6][CH:7]=2)=[O:10])[CH2:12]1)=[O:19])[CH3:21]. The yield is 0.892.